From a dataset of Catalyst prediction with 721,799 reactions and 888 catalyst types from USPTO. Predict which catalyst facilitates the given reaction. (1) Reactant: Cl[C:2]1[C:11]2[C:6](=[CH:7][CH:8]=[C:9]([O:12][CH3:13])[CH:10]=2)[CH:5]=[CH:4][C:3]=1[OH:14].[ClH:15]. Product: [Cl:15][C:10]1[C:9]2[O:12][CH2:13][C:7]3[CH:8]=[C:9]([OH:12])[CH:10]=[CH:11][C:6]=3[C:8]=2[CH:7]=[C:6]2[CH:5]=[CH:4][C:3]([OH:14])=[CH:2][C:11]=12. The catalyst class is: 6. (2) Reactant: O.Cl.[C:3]([NH2:11])(=[NH:10])[C:4]1[CH:9]=[CH:8][CH:7]=[CH:6][CH:5]=1.[Na].[CH3:13][O:14][C:15](=[O:24])[C:16]([CH:19](OC)OC)=[CH:17]O.O. Product: [CH3:13][O:14][C:15]([C:16]1[CH:17]=[N:10][C:3]([C:4]2[CH:9]=[CH:8][CH:7]=[CH:6][CH:5]=2)=[N:11][CH:19]=1)=[O:24]. The catalyst class is: 3. (3) The catalyst class is: 10. Product: [N:30]([C@H:10]1[CH2:9][N:8]([C:17]([O:19][C:20]([CH3:23])([CH3:22])[CH3:21])=[O:18])[C@@H:7]([CH2:6][O:5][C:3](=[O:4])[C:2]([CH3:25])([CH3:24])[CH3:1])[CH2:11]1)=[N+:31]=[N-:32]. Reactant: [CH3:1][C:2]([CH3:25])([CH3:24])[C:3]([O:5][CH2:6][C@H:7]1[CH2:11][C@H:10](OS(C)(=O)=O)[CH2:9][N:8]1[C:17]([O:19][C:20]([CH3:23])([CH3:22])[CH3:21])=[O:18])=[O:4].C([NH:30][N:31]=[N+:32]=[N-])(C)(C)C. (4) Reactant: [C:1]([O:5][C:6]([N:8]([CH2:24][CH2:25][CH2:26][F:27])[C@H:9]1[CH2:13][CH2:12][N:11](C(OCC2C=CC=CC=2)=O)[CH2:10]1)=[O:7])([CH3:4])([CH3:3])[CH3:2].C([O-])=O.[NH4+].[H][H]. Product: [F:27][CH2:26][CH2:25][CH2:24][N:8]([C@H:9]1[CH2:13][CH2:12][NH:11][CH2:10]1)[C:6](=[O:7])[O:5][C:1]([CH3:4])([CH3:3])[CH3:2]. The catalyst class is: 19. (5) Reactant: [OH:1][C:2]1[CH:3]=[C:4]([CH:8]=[C:9]([O:11][CH2:12][C:13]2[CH:18]=[CH:17][CH:16]=[CH:15][C:14]=2[CH3:19])[CH:10]=1)[C:5]([OH:7])=[O:6].[C:20](OC(=O)C)(=[O:22])[CH3:21]. Product: [C:20]([O:1][C:2]1[CH:3]=[C:4]([CH:8]=[C:9]([O:11][CH2:12][C:13]2[CH:18]=[CH:17][CH:16]=[CH:15][C:14]=2[CH3:19])[CH:10]=1)[C:5]([OH:7])=[O:6])(=[O:22])[CH3:21]. The catalyst class is: 15.